From a dataset of Peptide-MHC class II binding affinity with 134,281 pairs from IEDB. Regression. Given a peptide amino acid sequence and an MHC pseudo amino acid sequence, predict their binding affinity value. This is MHC class II binding data. (1) The peptide sequence is FWRGENGRKTRSAYE. The MHC is DRB1_0405 with pseudo-sequence DRB1_0405. The binding affinity (normalized) is 0. (2) The peptide sequence is KLNHYSFGDVKGELIDQLGV. The MHC is DRB1_0301 with pseudo-sequence DRB1_0301. The binding affinity (normalized) is 0.133. (3) The peptide sequence is AFKVAATAANVAPAN. The MHC is DRB1_1001 with pseudo-sequence DRB1_1001. The binding affinity (normalized) is 0.842. (4) The peptide sequence is RRHGVRIRVRSGGHD. The MHC is DRB3_0101 with pseudo-sequence DRB3_0101. The binding affinity (normalized) is 0.232. (5) The peptide sequence is EKQYFAATQFEPLAA. The MHC is HLA-DPA10301-DPB10402 with pseudo-sequence HLA-DPA10301-DPB10402. The binding affinity (normalized) is 0.857. (6) The peptide sequence is GELQIVDKIDAAVKI. The MHC is DRB1_0401 with pseudo-sequence DRB1_0401. The binding affinity (normalized) is 0.493. (7) The peptide sequence is IEFRFYKEITNVFRG. The MHC is DRB5_0101 with pseudo-sequence DRB5_0101. The binding affinity (normalized) is 0.749.